From a dataset of NCI-60 drug combinations with 297,098 pairs across 59 cell lines. Regression. Given two drug SMILES strings and cell line genomic features, predict the synergy score measuring deviation from expected non-interaction effect. (1) Drug 1: CC12CCC(CC1=CCC3C2CCC4(C3CC=C4C5=CN=CC=C5)C)O. Drug 2: C1CN1P(=S)(N2CC2)N3CC3. Cell line: COLO 205. Synergy scores: CSS=15.9, Synergy_ZIP=-6.26, Synergy_Bliss=-5.50, Synergy_Loewe=-20.4, Synergy_HSA=-8.91. (2) Drug 2: CS(=O)(=O)C1=CC(=C(C=C1)C(=O)NC2=CC(=C(C=C2)Cl)C3=CC=CC=N3)Cl. Cell line: SNB-75. Synergy scores: CSS=7.08, Synergy_ZIP=0.380, Synergy_Bliss=5.45, Synergy_Loewe=2.39, Synergy_HSA=3.32. Drug 1: CC1=C(C=C(C=C1)NC2=NC=CC(=N2)N(C)C3=CC4=NN(C(=C4C=C3)C)C)S(=O)(=O)N.Cl. (3) Drug 1: C1=CC=C(C=C1)NC(=O)CCCCCCC(=O)NO. Drug 2: C(=O)(N)NO. Cell line: HOP-62. Synergy scores: CSS=7.85, Synergy_ZIP=1.65, Synergy_Bliss=9.89, Synergy_Loewe=-14.0, Synergy_HSA=1.78. (4) Drug 1: C1=CC(=CC=C1CC(C(=O)O)N)N(CCCl)CCCl.Cl. Drug 2: CCCCCOC(=O)NC1=NC(=O)N(C=C1F)C2C(C(C(O2)C)O)O. Cell line: SF-539. Synergy scores: CSS=15.4, Synergy_ZIP=-5.06, Synergy_Bliss=-2.39, Synergy_Loewe=-15.8, Synergy_HSA=-4.20. (5) Drug 1: CN(C)N=NC1=C(NC=N1)C(=O)N. Drug 2: CC(C)CN1C=NC2=C1C3=CC=CC=C3N=C2N. Cell line: MDA-MB-435. Synergy scores: CSS=-3.54, Synergy_ZIP=2.47, Synergy_Bliss=3.20, Synergy_Loewe=-0.288, Synergy_HSA=-1.43. (6) Drug 1: C1=CC(=CC=C1C#N)C(C2=CC=C(C=C2)C#N)N3C=NC=N3. Drug 2: C1CCC(C(C1)N)N.C(=O)(C(=O)[O-])[O-].[Pt+4]. Cell line: SF-539. Synergy scores: CSS=13.7, Synergy_ZIP=-3.06, Synergy_Bliss=-4.15, Synergy_Loewe=-3.43, Synergy_HSA=-1.49.